This data is from Forward reaction prediction with 1.9M reactions from USPTO patents (1976-2016). The task is: Predict the product of the given reaction. (1) Given the reactants N#N.[C:3]1([C:9]2[O:13][CH:12]=[N:11][C:10]=2[C:14]([OH:16])=O)[CH:8]=[CH:7][CH:6]=[CH:5][CH:4]=1.C1C=CC2N(O)N=NC=2C=1.CCN=C=NCCCN(C)C.Cl.CCN(C(C)C)C(C)C.Cl.[NH2:49][C:50]1[N:51]=[C:52]([CH2:55][C:56]2[S:60][C:59]([C:61](=[O:63])[CH3:62])=[CH:58][CH:57]=2)[S:53][CH:54]=1, predict the reaction product. The product is: [C:61]([C:59]1[S:60][C:56]([CH2:55][C:52]2[S:53][CH:54]=[C:50]([NH:49][C:14]([C:10]3[N:11]=[CH:12][O:13][C:9]=3[C:3]3[CH:4]=[CH:5][CH:6]=[CH:7][CH:8]=3)=[O:16])[N:51]=2)=[CH:57][CH:58]=1)(=[O:63])[CH3:62]. (2) Given the reactants [C:1]1([C:7]#[C:8][C:9]2[CH:10]=[C:11]([C:23]([C:25]([C:27]3[CH:32]=[CH:31][CH:30]=[CH:29][CH:28]=3)=O)=O)[CH:12]=[C:13]([C:15]#[C:16][C:17]3[CH:22]=[CH:21][CH:20]=[CH:19][CH:18]=3)[CH:14]=2)[CH:6]=[CH:5][CH:4]=[CH:3][CH:2]=1.[C:33]1([CH2:39][C:40]([CH2:42][C:43]2[CH:48]=[CH:47][CH:46]=[CH:45][CH:44]=2)=[O:41])[CH:38]=[CH:37][CH:36]=[CH:35][CH:34]=1.C(O)CC.[OH-].C([N+](C)(C)C)C1C=CC=CC=1, predict the reaction product. The product is: [C:1]1([C:7]#[C:8][C:9]2[CH:14]=[C:13]([C:15]3[C:16]([C:17]4[CH:18]=[CH:19][CH:20]=[CH:21][CH:22]=4)=[C:42]([C:43]4[CH:44]=[CH:45][CH:46]=[CH:47][CH:48]=4)[C:40](=[O:41])[C:39]=3[C:33]3[CH:34]=[CH:35][CH:36]=[CH:37][CH:38]=3)[CH:12]=[C:11]([C:23]#[C:25][C:27]3[CH:28]=[CH:29][CH:30]=[CH:31][CH:32]=3)[CH:10]=2)[CH:6]=[CH:5][CH:4]=[CH:3][CH:2]=1. (3) Given the reactants [CH3:1][C:2]1[C:6]2[CH:7]=[C:8]([C:11]3[CH:16]=[CH:15][CH:14]=[CH:13][CH:12]=3)[CH:9]=[CH:10][C:5]=2[O:4][C:3]=1[C:17]([NH:19][C:20]1[CH:21]=[N:22][C:23]([N:26]2[CH2:31][CH2:30][CH:29]([CH2:32][O:33][C:34]3[CH:35]=[C:36]([CH:41]=[CH:42][CH:43]=3)[C:37]([O:39]C)=[O:38])[CH2:28][CH2:27]2)=[N:24][CH:25]=1)=[O:18].O.O.[OH-].[Li+].Cl, predict the reaction product. The product is: [CH3:1][C:2]1[C:6]2[CH:7]=[C:8]([C:11]3[CH:16]=[CH:15][CH:14]=[CH:13][CH:12]=3)[CH:9]=[CH:10][C:5]=2[O:4][C:3]=1[C:17]([NH:19][C:20]1[CH:21]=[N:22][C:23]([N:26]2[CH2:31][CH2:30][CH:29]([CH2:32][O:33][C:34]3[CH:35]=[C:36]([CH:41]=[CH:42][CH:43]=3)[C:37]([OH:39])=[O:38])[CH2:28][CH2:27]2)=[N:24][CH:25]=1)=[O:18]. (4) Given the reactants [Br:1][C:2]1[NH:6][CH:5]=[C:4]([C:7]([O:9][CH2:10][CH3:11])=[O:8])[C:3]=1[CH3:12].[H-].[Na+].I[CH3:16], predict the reaction product. The product is: [Br:1][C:2]1[N:6]([CH3:16])[CH:5]=[C:4]([C:7]([O:9][CH2:10][CH3:11])=[O:8])[C:3]=1[CH3:12]. (5) The product is: [F:12][C:6]1[CH:7]=[CH:8][CH:9]=[C:10]([F:11])[C:5]=1[CH2:4][N:1]1[CH:19]=[C:14]([C:15]([O:17][CH3:18])=[O:16])[N:3]=[N:2]1. Given the reactants [N:1]([CH2:4][C:5]1[C:10]([F:11])=[CH:9][CH:8]=[CH:7][C:6]=1[F:12])=[N+:2]=[N-:3].Br[C:14](=[CH2:19])[C:15]([O:17][CH3:18])=[O:16].C(O)(C)(C)C, predict the reaction product.